Dataset: Catalyst prediction with 721,799 reactions and 888 catalyst types from USPTO. Task: Predict which catalyst facilitates the given reaction. (1) Reactant: Cl.[NH2:2][OH:3].C([O-])(=O)C.[Na+].[Cl:9][C:10]1[CH:11]=[N:12][CH:13]=[C:14]([CH:17]=1)[CH:15]=O. Product: [Cl:9][C:10]1[CH:11]=[N:12][CH:13]=[C:14]([CH:17]=1)[CH:15]=[N:2][OH:3]. The catalyst class is: 8. (2) Reactant: [CH3:1][O:2][C:3]1[N:11]=[CH:10][CH:9]=[CH:8][C:4]=1[C:5]([OH:7])=O.Cl.[CH3:13][O:14][NH:15][CH3:16].CCN(C(C)C)C(C)C.CCN=C=NCCCN(C)C. Product: [CH3:1][O:2][C:3]1[N:11]=[CH:10][CH:9]=[CH:8][C:4]=1[C:5]([N:15]([O:14][CH3:13])[CH3:16])=[O:7]. The catalyst class is: 2. (3) Reactant: Br[C:2]1[CH:3]=[CH:4][C:5]([F:23])=[C:6]([C:8]([NH:11][C:12]([N:14]2[CH:20]3[CH2:21][CH2:22][N:17]([CH2:18][CH2:19]3)[CH2:16][CH2:15]2)=[O:13])([CH3:10])[CH3:9])[CH:7]=1.[C:24]1(B(O)O)[CH:29]=[CH:28][CH:27]=[CH:26][CH:25]=1. Product: [F:23][C:5]1[CH:4]=[CH:3][C:2]([C:24]2[CH:29]=[CH:28][CH:27]=[CH:26][CH:25]=2)=[CH:7][C:6]=1[C:8]([NH:11][C:12]([N:14]1[CH:20]2[CH2:21][CH2:22][N:17]([CH2:18][CH2:19]2)[CH2:16][CH2:15]1)=[O:13])([CH3:10])[CH3:9]. The catalyst class is: 167. (4) Reactant: [C:1]([CH:5]1[N:14]2[C:9](=[CH:10][C:11](=[O:20])[C:12]([C:15]([O:17]CC)=[O:16])=[CH:13]2)[C:8]2[CH:21]=[C:22]([O:32][CH3:33])[C:23]([O:25][CH2:26][C:27]([F:31])([F:30])[CH2:28][OH:29])=[CH:24][C:7]=2[CH2:6]1)([CH3:4])([CH3:3])[CH3:2].[Li+].[OH-].Cl. Product: [C:1]([CH:5]1[N:14]2[C:9](=[CH:10][C:11](=[O:20])[C:12]([C:15]([OH:17])=[O:16])=[CH:13]2)[C:8]2[CH:21]=[C:22]([O:32][CH3:33])[C:23]([O:25][CH2:26][C:27]([F:31])([F:30])[CH2:28][OH:29])=[CH:24][C:7]=2[CH2:6]1)([CH3:4])([CH3:2])[CH3:3]. The catalyst class is: 219.